From a dataset of Full USPTO retrosynthesis dataset with 1.9M reactions from patents (1976-2016). Predict the reactants needed to synthesize the given product. (1) Given the product [CH3:1][O:2][C:3]1[CH:4]=[C:5]([NH:16][C:17]2[N:18]=[CH:19][C:20]([O:23][CH2:24][C:25]3[C:30]([F:31])=[C:29]([F:32])[CH:28]=[C:27]([F:33])[C:26]=3[F:34])=[CH:21][N:22]=2)[CH:6]=[CH:7][C:8]=1[N:9]1[CH2:10][CH2:11][N+:12]([CH3:15])([O-:43])[CH2:13][CH2:14]1, predict the reactants needed to synthesize it. The reactants are: [CH3:1][O:2][C:3]1[CH:4]=[C:5]([NH:16][C:17]2[N:22]=[CH:21][C:20]([O:23][CH2:24][C:25]3[C:30]([F:31])=[C:29]([F:32])[CH:28]=[C:27]([F:33])[C:26]=3[F:34])=[CH:19][N:18]=2)[CH:6]=[CH:7][C:8]=1[N:9]1[CH2:14][CH2:13][N:12]([CH3:15])[CH2:11][CH2:10]1.ClC1C=CC=C(C(OO)=[O:43])C=1.S([O-])([O-])(=O)=S.[Na+].[Na+]. (2) Given the product [S:27]1[CH2:34][CH2:33][S:28][CH:25]1[C:26]1[C:17]2[CH:23]=[C:13]([N:4]3[C:5](=[O:12])[CH:6]=[C:7]([C:8]([F:9])([F:11])[F:10])[N:2]([CH3:1])[C:3]3=[O:24])[CH:14]=[CH:15][C:16]=2[S:20][N:19]=1, predict the reactants needed to synthesize it. The reactants are: [CH3:1][N:2]1[C:7]([C:8]([F:11])([F:10])[F:9])=[CH:6][C:5](=[O:12])[N:4]([C:13]2[CH:14]=[CH:15][C:16]3[S:20][N:19]=C(C=O)[C:17]=3[CH:23]=2)[C:3]1=[O:24].[CH:25]([SH:28])([SH:27])[CH3:26].B(F)(F)F.[CH3:33][CH2:34]OCC. (3) Given the product [CH3:5][Si:4]([CH3:7])([CH3:6])[C:1](=[C:9]([C:8]#[N:12])[C:10]#[N:11])[CH3:2], predict the reactants needed to synthesize it. The reactants are: [C:1]([Si:4]([CH3:7])([CH3:6])[CH3:5])(=O)[CH3:2].[C:8](#[N:12])[CH2:9][C:10]#[N:11].C([O-])(=O)C.[NH4+].C(O)(=O)C. (4) Given the product [CH2:21]([O:20][C:13]1[CH:14]=[C:15]([CH2:18][CH3:19])[CH:16]=[CH:17][C:12]=1[O:11][C:8]1[CH:9]=[CH:10][C:5]([OH:4])=[CH:6][C:7]=1[F:28])[C:22]1[CH:23]=[CH:24][CH:25]=[CH:26][CH:27]=1, predict the reactants needed to synthesize it. The reactants are: C([O:4][C:5]1[CH:10]=[CH:9][C:8]([O:11][C:12]2[CH:17]=[CH:16][C:15]([CH2:18][CH3:19])=[CH:14][C:13]=2[O:20][CH2:21][C:22]2[CH:27]=[CH:26][CH:25]=[CH:24][CH:23]=2)=[C:7]([F:28])[CH:6]=1)(=O)C.O.[OH-].[K+]. (5) Given the product [C:40]([O:1][C:2]1[CH:11]=[C:10]2[C:5]([CH:6]=[C:7]([C:16]([O:18][CH2:19][CH3:20])=[O:17])[CH:8]([C:12]([F:15])([F:13])[F:14])[O:9]2)=[CH:4][CH:3]=1)([CH3:39])([CH3:35])[CH3:25], predict the reactants needed to synthesize it. The reactants are: [OH:1][C:2]1[CH:11]=[C:10]2[C:5]([CH:6]=[C:7]([C:16]([O:18][CH2:19][CH3:20])=[O:17])[CH:8]([C:12]([F:15])([F:14])[F:13])[O:9]2)=[CH:4][CH:3]=1.B(F)(F)F.[CH3:25]COCC.C(=O)(O)[O-].[Na+].[CH2:35]1[CH2:40][CH2:39]CCC1. (6) Given the product [NH2:9][C:3]1[N:4]=[CH:5][N:6]=[C:7]([NH:26][C@H:13]2[CH2:12][C@H:11]([F:10])[CH2:16][N:15]([C:17](=[O:46])[CH:18]=[CH2:23])[CH2:14]2)[C:2]=1[C:37]1[CH:38]=[CH:39][C:34]([O:27][C:28]2[CH:33]=[CH:32][CH:31]=[CH:30][CH:29]=2)=[CH:35][CH:36]=1, predict the reactants needed to synthesize it. The reactants are: Cl[C:2]1[C:3]([NH2:9])=[N:4][CH:5]=[N:6][C:7]=1Cl.[F:10][C@@H:11]1[CH2:16][N:15]([CH2:17][C:18]2[CH:23]=CC(OC)=CC=2)[CH2:14][C@@H:13]([NH2:26])[CH2:12]1.[O:27]([C:34]1[CH:39]=[CH:38][C:37](B(O)O)=[CH:36][CH:35]=1)[C:28]1[CH:33]=[CH:32][CH:31]=[CH:30][CH:29]=1.C(Cl)(=[O:46])C=C. (7) The reactants are: [CH3:1][C:2]1[NH:3][C:4]2[C:9]([C:10]=1[CH:11]=O)=[CH:8][C:7]([O:13][CH2:14][CH2:15][CH3:16])=[CH:6][CH:5]=2.C(OC1C=C2C(=CC=1)NC(C)=C2/C=[CH:31]/[C:32]([C:34]1[CH:39]=[CH:38][N:37]=[CH:36][CH:35]=1)=[O:33])C. Given the product [CH3:1][C:2]1[NH:3][C:4]2[C:9]([C:10]=1/[CH:11]=[CH:31]/[C:32]([C:34]1[CH:39]=[CH:38][N:37]=[CH:36][CH:35]=1)=[O:33])=[CH:8][C:7]([O:13][CH2:14][CH2:15][CH3:16])=[CH:6][CH:5]=2, predict the reactants needed to synthesize it. (8) Given the product [CH3:45][CH:40]1[CH2:41][CH2:42][CH2:43][CH2:44][N:39]1[C:37]1[CH:36]=[CH:35][N:34]=[C:33]([C:17]2[C:16]3[C:20](=[CH:21][CH:22]=[C:14]([C:11]4[O:10][C:9]([NH2:8])=[N:13][N:12]=4)[CH:15]=3)[N:19]([S:23]([C:26]3[CH:27]=[CH:28][C:29]([CH3:30])=[CH:31][CH:32]=3)(=[O:25])=[O:24])[CH:18]=2)[N:38]=1, predict the reactants needed to synthesize it. The reactants are: COC1C=CC(C[NH:8][C:9]2[O:10][C:11]([C:14]3[CH:15]=[C:16]4[C:20](=[CH:21][CH:22]=3)[N:19]([S:23]([C:26]3[CH:32]=[CH:31][C:29]([CH3:30])=[CH:28][CH:27]=3)(=[O:25])=[O:24])[CH:18]=[C:17]4[C:33]3[N:38]=[C:37]([N:39]4[CH2:44][CH2:43][CH2:42][CH2:41][CH:40]4[CH3:45])[CH:36]=[CH:35][N:34]=3)=[N:12][N:13]=2)=CC=1. (9) The reactants are: [CH:1]([N:4]1[C:8]([C:9]2[CH2:14][O:13][CH2:12][CH2:11][C:10]=2[CH2:15][O:16][C:17]2[C:25]([CH:26]=[O:27])=[C:24]3[C:20]([CH:21]=[N:22][NH:23]3)=[CH:19][CH:18]=2)=[CH:7][CH:6]=[N:5]1)([CH3:3])[CH3:2].I[CH3:29].[H-].[Na+]. Given the product [CH:1]([N:4]1[C:8]([C:9]2[CH2:14][O:13][CH2:12][CH2:11][C:10]=2[CH2:15][O:16][C:17]2[CH:18]=[CH:19][C:20]3[C:24]([C:25]=2[CH:26]=[O:27])=[N:23][N:22]([CH3:29])[CH:21]=3)=[CH:7][CH:6]=[N:5]1)([CH3:2])[CH3:3], predict the reactants needed to synthesize it.